From a dataset of Merck oncology drug combination screen with 23,052 pairs across 39 cell lines. Regression. Given two drug SMILES strings and cell line genomic features, predict the synergy score measuring deviation from expected non-interaction effect. (1) Drug 1: CN1C(=O)C=CC2(C)C3CCC4(C)C(NC(=O)OCC(F)(F)F)CCC4C3CCC12. Drug 2: COC1=C2CC(C)CC(OC)C(O)C(C)C=C(C)C(OC(N)=O)C(OC)C=CC=C(C)C(=O)NC(=CC1=O)C2=O. Cell line: HT29. Synergy scores: synergy=-1.42. (2) Drug 1: O=S1(=O)NC2(CN1CC(F)(F)F)C1CCC2Cc2cc(C=CCN3CCC(C(F)(F)F)CC3)ccc2C1. Drug 2: O=C(NOCC(O)CO)c1ccc(F)c(F)c1Nc1ccc(I)cc1F. Cell line: ES2. Synergy scores: synergy=2.50. (3) Drug 1: CCC1=CC2CN(C1)Cc1c([nH]c3ccccc13)C(C(=O)OC)(c1cc3c(cc1OC)N(C)C1C(O)(C(=O)OC)C(OC(C)=O)C4(CC)C=CCN5CCC31C54)C2. Drug 2: C=CCn1c(=O)c2cnc(Nc3ccc(N4CCN(C)CC4)cc3)nc2n1-c1cccc(C(C)(C)O)n1. Cell line: UACC62. Synergy scores: synergy=-1.62. (4) Drug 1: O=C(CCCCCCC(=O)Nc1ccccc1)NO. Drug 2: CCC1(O)C(=O)OCc2c1cc1n(c2=O)Cc2cc3c(CN(C)C)c(O)ccc3nc2-1. Cell line: CAOV3. Synergy scores: synergy=0.185. (5) Drug 1: NC(=O)c1cccc2cn(-c3ccc(C4CCCNC4)cc3)nc12. Drug 2: Cc1nc(Nc2ncc(C(=O)Nc3c(C)cccc3Cl)s2)cc(N2CCN(CCO)CC2)n1. Cell line: KPL1. Synergy scores: synergy=15.1. (6) Drug 1: CS(=O)(=O)CCNCc1ccc(-c2ccc3ncnc(Nc4ccc(OCc5cccc(F)c5)c(Cl)c4)c3c2)o1. Synergy scores: synergy=7.90. Drug 2: Cn1cc(-c2cnn3c(N)c(Br)c(C4CCCNC4)nc23)cn1. Cell line: NCIH1650. (7) Drug 1: COc1cc(C2c3cc4c(cc3C(OC3OC5COC(C)OC5C(O)C3O)C3COC(=O)C23)OCO4)cc(OC)c1O. Drug 2: CC1(c2nc3c(C(N)=O)cccc3[nH]2)CCCN1. Synergy scores: synergy=15.5. Cell line: LNCAP. (8) Drug 1: CN(Cc1cnc2nc(N)nc(N)c2n1)c1ccc(C(=O)NC(CCC(=O)O)C(=O)O)cc1. Drug 2: C#Cc1cccc(Nc2ncnc3cc(OCCOC)c(OCCOC)cc23)c1. Cell line: OV90. Synergy scores: synergy=11.3.